From a dataset of Full USPTO retrosynthesis dataset with 1.9M reactions from patents (1976-2016). Predict the reactants needed to synthesize the given product. (1) Given the product [CH2:2]([S:41]([C:15]1[S:16][C:17]([C:37]([F:39])([F:40])[F:38])=[CH:18][C:19]=1[C:20]1[N:35]([CH3:36])[C:23]2=[N:24][CH:25]=[C:26]([C:28]([F:33])([F:34])[C:29]([F:32])([F:31])[F:30])[CH:27]=[C:22]2[N:21]=1)(=[O:45])=[O:43])[CH3:11], predict the reactants needed to synthesize it. The reactants are: Cl[C:2]1C=C(C=C[CH:11]=1)C(OO)=O.C(S[C:15]1[S:16][C:17]([C:37]([F:40])([F:39])[F:38])=[CH:18][C:19]=1[C:20]1[N:35]([CH3:36])[C:23]2=[N:24][CH:25]=[C:26]([C:28]([F:34])([F:33])[C:29]([F:32])([F:31])[F:30])[CH:27]=[C:22]2[N:21]=1)C.[S:41]([O-:45])([O-])(=[O:43])=S.[Na+].[Na+]. (2) The reactants are: [OH:1]/[N:2]=[C:3](/[NH2:7])\[CH:4]([CH3:6])[CH3:5].[Cl:8][CH2:9][CH2:10][C:11](O)=O.C1(N=C=NC2CCCCC2)CCCCC1. Given the product [Cl:8][CH2:9][CH2:10][C:11]1[O:1][N:2]=[C:3]([CH:4]([CH3:6])[CH3:5])[N:7]=1, predict the reactants needed to synthesize it. (3) Given the product [F:28][CH2:20][C@H:17]1[CH2:18][CH2:19][C@H:14]([NH:13][C:5]2[C:4]([N+:1]([O-:3])=[O:2])=[CH:9][N:8]=[C:7]3[CH:10]=[CH:11][S:12][C:6]=23)[CH2:15][CH2:16]1, predict the reactants needed to synthesize it. The reactants are: [N+:1]([C:4]1[C:5]([NH:13][C@H:14]2[CH2:19][CH2:18][C@H:17]([CH2:20]O)[CH2:16][CH2:15]2)=[C:6]2[S:12][CH:11]=[CH:10][C:7]2=[N:8][CH:9]=1)([O-:3])=[O:2].COCCN(CCOC)S(F)(F)[F:28]. (4) Given the product [C:1]([O:5][C:6](=[O:7])[NH:8][C:9]1[CH:17]=[CH:16][C:12]([C:13](=[O:15])[NH:20][CH2:21][C:22]2[CH:29]=[CH:28][C:25]([C:26]#[N:27])=[CH:24][C:23]=2[OH:30])=[CH:11][C:10]=1[CH3:18])([CH3:2])([CH3:3])[CH3:4], predict the reactants needed to synthesize it. The reactants are: [C:1]([O:5][C:6]([NH:8][C:9]1[CH:17]=[CH:16][C:12]([C:13]([OH:15])=O)=[CH:11][C:10]=1[CH3:18])=[O:7])([CH3:4])([CH3:3])[CH3:2].Cl.[NH2:20][CH2:21][C:22]1[CH:29]=[CH:28][C:25]([C:26]#[N:27])=[CH:24][C:23]=1[OH:30]. (5) Given the product [C:1]([N:3]=[C:4]([N:13]1[CH2:18][CH2:17][N:16]([C:19]2[CH:28]=[N:27][C:26]3[C:21](=[CH:22][CH:23]=[CH:24][CH:25]=3)[N:20]=2)[CH2:15][CH:14]1[CH:29]([CH3:30])[CH3:31])[NH:5][C:6]1[C:7]([CH3:32])=[N:8][CH:9]=[CH:10][CH:11]=1)#[N:2], predict the reactants needed to synthesize it. The reactants are: [C:1]([N:3]=[C:4]([N:13]1[CH2:18][CH2:17][N:16]([C:19]2[CH:28]=[N:27][C:26]3[C:21](=[CH:22][CH:23]=[CH:24][CH:25]=3)[N:20]=2)[CH2:15][CH:14]1[CH:29]([CH3:31])[CH3:30])[NH:5][C:6]1[CH:7]=[N:8][CH:9]=[CH:10][C:11]=1C)#[N:2].[C:32](N=C(OC1C=CC=CC=1)NC1C(C)=NC=CC=1)#N.C(N=C([O-])NC1C=NC=CC=1C)#N. (6) Given the product [N+:17]([C:15]1[CH:14]=[CH:13][C:6]2[N:7]([CH2:8][C:9]([F:12])([F:11])[F:10])[CH:2]([C:20]([F:21])([F:22])[F:23])[CH2:3][O:4][C:5]=2[CH:16]=1)([O-:19])=[O:18], predict the reactants needed to synthesize it. The reactants are: O[C:2]1([C:20]([F:23])([F:22])[F:21])[N:7]([CH2:8][C:9]([F:12])([F:11])[F:10])[C:6]2[CH:13]=[CH:14][C:15]([N+:17]([O-:19])=[O:18])=[CH:16][C:5]=2[O:4][CH2:3]1.C([BH3-])#N.[Na+].C(=O)([O-])[O-].[K+].[K+]. (7) Given the product [CH:1]([N:4]1[CH2:9][CH:8]2[CH2:20][CH2:10][CH:5]1[CH2:6][N:7]2[C:11]1[CH:12]=[CH:13][C:14]([NH2:17])=[CH:15][CH:16]=1)([CH3:2])[CH3:3], predict the reactants needed to synthesize it. The reactants are: [CH:1]([N:4]1[CH2:9][C@@H:8]2[CH2:10][C@H:5]1[CH2:6][N:7]2[C:11]1[CH:16]=[CH:15][C:14]([NH2:17])=[CH:13][CH:12]=1)([CH3:3])[CH3:2].Cl.Cl.[CH:20]12CCC(NC1)CN2.